From a dataset of CYP2D6 inhibition data for predicting drug metabolism from PubChem BioAssay. Regression/Classification. Given a drug SMILES string, predict its absorption, distribution, metabolism, or excretion properties. Task type varies by dataset: regression for continuous measurements (e.g., permeability, clearance, half-life) or binary classification for categorical outcomes (e.g., BBB penetration, CYP inhibition). Dataset: cyp2d6_veith. The molecule is COc1ccc2c(c1OC)C(=O)O[C@@H]2[C@H]1c2c(cc3c(c2OC)OCO3)CCN1C. The result is 0 (non-inhibitor).